From a dataset of NCI-60 drug combinations with 297,098 pairs across 59 cell lines. Regression. Given two drug SMILES strings and cell line genomic features, predict the synergy score measuring deviation from expected non-interaction effect. (1) Cell line: UO-31. Synergy scores: CSS=15.1, Synergy_ZIP=-11.7, Synergy_Bliss=-11.7, Synergy_Loewe=-8.21, Synergy_HSA=-7.55. Drug 1: CC1C(C(CC(O1)OC2CC(CC3=C2C(=C4C(=C3O)C(=O)C5=C(C4=O)C(=CC=C5)OC)O)(C(=O)C)O)N)O.Cl. Drug 2: CC1CCC2CC(C(=CC=CC=CC(CC(C(=O)C(C(C(=CC(C(=O)CC(OC(=O)C3CCCCN3C(=O)C(=O)C1(O2)O)C(C)CC4CCC(C(C4)OC)O)C)C)O)OC)C)C)C)OC. (2) Drug 1: C(=O)(N)NO. Drug 2: CC(C)CN1C=NC2=C1C3=CC=CC=C3N=C2N. Cell line: OVCAR3. Synergy scores: CSS=-4.30, Synergy_ZIP=0.749, Synergy_Bliss=-2.36, Synergy_Loewe=-7.21, Synergy_HSA=-7.09. (3) Cell line: MDA-MB-435. Drug 1: COC1=C(C=C2C(=C1)N=CN=C2NC3=CC(=C(C=C3)F)Cl)OCCCN4CCOCC4. Drug 2: CC1C(C(=O)NC(C(=O)N2CCCC2C(=O)N(CC(=O)N(C(C(=O)O1)C(C)C)C)C)C(C)C)NC(=O)C3=C4C(=C(C=C3)C)OC5=C(C(=O)C(=C(C5=N4)C(=O)NC6C(OC(=O)C(N(C(=O)CN(C(=O)C7CCCN7C(=O)C(NC6=O)C(C)C)C)C)C(C)C)C)N)C. Synergy scores: CSS=23.8, Synergy_ZIP=3.58, Synergy_Bliss=8.50, Synergy_Loewe=9.36, Synergy_HSA=9.27. (4) Drug 1: C1=CC(=CC=C1CCCC(=O)O)N(CCCl)CCCl. Drug 2: CC1C(C(CC(O1)OC2CC(OC(C2O)C)OC3=CC4=CC5=C(C(=O)C(C(C5)C(C(=O)C(C(C)O)O)OC)OC6CC(C(C(O6)C)O)OC7CC(C(C(O7)C)O)OC8CC(C(C(O8)C)O)(C)O)C(=C4C(=C3C)O)O)O)O. Cell line: SK-MEL-5. Synergy scores: CSS=54.6, Synergy_ZIP=8.40, Synergy_Bliss=7.35, Synergy_Loewe=6.47, Synergy_HSA=6.63. (5) Drug 1: C1=C(C(=O)NC(=O)N1)F. Drug 2: CNC(=O)C1=NC=CC(=C1)OC2=CC=C(C=C2)NC(=O)NC3=CC(=C(C=C3)Cl)C(F)(F)F. Cell line: HS 578T. Synergy scores: CSS=46.4, Synergy_ZIP=-16.1, Synergy_Bliss=-11.6, Synergy_Loewe=-11.3, Synergy_HSA=-10.5. (6) Drug 1: C1=C(C(=O)NC(=O)N1)F. Drug 2: C1=CC(=CC=C1CC(C(=O)O)N)N(CCCl)CCCl.Cl. Cell line: PC-3. Synergy scores: CSS=34.4, Synergy_ZIP=-2.54, Synergy_Bliss=0.0762, Synergy_Loewe=1.24, Synergy_HSA=2.81.